The task is: Binary Classification. Given a drug SMILES string, predict its activity (active/inactive) in a high-throughput screening assay against a specified biological target.. This data is from Kir2.1 potassium channel HTS with 301,493 compounds. (1) The molecule is FC(F)(F)c1cc(CN2C(CCCC2)C(OCC)=O)ccc1. The result is 0 (inactive). (2) The compound is S=C(Nc1ccc(cc1)C(O)=O)NC(=O)c1cccnc1. The result is 0 (inactive).